The task is: Predict the reactants needed to synthesize the given product.. This data is from Full USPTO retrosynthesis dataset with 1.9M reactions from patents (1976-2016). (1) Given the product [N:10]1[N:9]2[CH2:11][CH2:12][CH2:13][C:8]2=[CH:7][C:6]=1[C:4]([OH:5])=[O:3], predict the reactants needed to synthesize it. The reactants are: C([O:3][C:4]([C:6]1[CH:7]=[C:8]2[CH2:13][CH2:12][CH2:11][N:9]2[N:10]=1)=[O:5])C.C(OC(C1C=NN2CCCC=12)=O)C.C(#N)C.[OH-].[Na+]. (2) Given the product [F:3][C:4]([F:17])([F:18])[CH:5]([C:7]1[CH:16]=[CH:15][CH:14]=[C:9]([CH2:10][OH:11])[CH:8]=1)[OH:6], predict the reactants needed to synthesize it. The reactants are: [BH4-].[Li+].[F:3][C:4]([F:18])([F:17])[CH:5]([C:7]1[CH:8]=[C:9]([CH:14]=[CH:15][CH:16]=1)[C:10](OC)=[O:11])[OH:6]. (3) The reactants are: [CH3:1][O:2][C:3]1[CH:4]=[C:5]2[C:10](=[CH:11][C:12]=1[O:13][CH3:14])[N:9]=[CH:8][CH:7]=[C:6]2[O:15][C:16]1[CH:22]=[CH:21][C:19]([NH2:20])=[CH:18][CH:17]=1.C(N(CC)CC)C.ClC(Cl)(O[C:34](=[O:40])OC(Cl)(Cl)Cl)Cl.[CH2:42]([N:44]([C:48]1[CH:53]=[CH:52][CH:51]=[C:50]([CH3:54])[CH:49]=1)[CH2:45][CH2:46][NH2:47])[CH3:43]. Given the product [CH3:1][O:2][C:3]1[CH:4]=[C:5]2[C:10](=[CH:11][C:12]=1[O:13][CH3:14])[N:9]=[CH:8][CH:7]=[C:6]2[O:15][C:16]1[CH:22]=[CH:21][C:19]([NH:20][C:34]([NH:47][CH2:46][CH2:45][N:44]([CH2:42][CH3:43])[C:48]2[CH:53]=[CH:52][CH:51]=[C:50]([CH3:54])[CH:49]=2)=[O:40])=[CH:18][CH:17]=1, predict the reactants needed to synthesize it. (4) Given the product [C:31]([N:6]([CH2:5][C:4]([OH:34])=[O:3])[C:7]1[CH:12]=[CH:11][CH:10]=[C:9]([CH2:13][O:14][C:15]2[CH:16]=[CH:17][C:18]([C:21]3[CH:26]=[C:25]([F:27])[C:24]([F:28])=[CH:23][C:22]=3[O:29][CH3:30])=[CH:19][CH:20]=2)[CH:8]=1)(=[O:33])[CH3:32], predict the reactants needed to synthesize it. The reactants are: C([O:3][C:4](=[O:34])[CH2:5][N:6]([C:31](=[O:33])[CH3:32])[C:7]1[CH:12]=[CH:11][CH:10]=[C:9]([CH2:13][O:14][C:15]2[CH:20]=[CH:19][C:18]([C:21]3[CH:26]=[C:25]([F:27])[C:24]([F:28])=[CH:23][C:22]=3[O:29][CH3:30])=[CH:17][CH:16]=2)[CH:8]=1)C.O.[OH-].[Li+].O1CCCC1. (5) Given the product [C:1]1([N:7]2[C:11]([C:12]3[CH:17]=[CH:16][CH:15]=[C:14]([CH2:18][CH2:19][CH3:20])[CH:13]=3)=[CH:10][C:9]([NH:21][C:28]([C@H:27]3[CH2:26][NH:25][C:24](=[O:31])[N:23]3[CH3:22])=[O:29])=[N:8]2)[CH:6]=[CH:5][CH:4]=[CH:3][CH:2]=1, predict the reactants needed to synthesize it. The reactants are: [C:1]1([N:7]2[C:11]([C:12]3[CH:17]=[CH:16][CH:15]=[C:14]([CH2:18][CH2:19][CH3:20])[CH:13]=3)=[CH:10][C:9]([NH2:21])=[N:8]2)[CH:6]=[CH:5][CH:4]=[CH:3][CH:2]=1.[CH3:22][N:23]1[C@@H:27]([C:28](O)=[O:29])[CH2:26][NH:25][C:24]1=[O:31].C1C=CC2N(O)N=NC=2C=1.CCN=C=NCCCN(C)C.Cl.C(=O)([O-])O.[Na+]. (6) The reactants are: C(O[C:6]([N:8](C)[C@@H:9]([CH3:94])[C:10]([NH:12][C@@H:13]([C:90]([CH3:93])([CH3:92])[CH3:91])[C:14]([N:16]1[C@H:20]([C:21](=[O:33])[NH:22][C@H:23]2[C:32]3[C:27](=[CH:28][CH:29]=[CH:30][CH:31]=3)[CH2:26][CH2:25][CH2:24]2)[CH2:19][C@H:18]([NH:34][C:35]([C:37]2[CH:89]=[CH:88][C:40]([C:41]([O:43][C:44]3[CH:53]=[C:52]4[C:47]([CH2:48][C@@H:49]([C:75](=[O:87])[NH:76][C@H:77]5[C:86]6[C:81](=[CH:82][CH:83]=[CH:84][CH:85]=6)[CH2:80][CH2:79][CH2:78]5)[N:50]([C:54](=[O:74])[C@@H:55]([NH:60][C:61](=[O:73])[C@@H:62]([N:64](C(OC(C)(C)C)=O)[CH3:65])[CH3:63])[C:56]([CH3:59])([CH3:58])[CH3:57])[CH2:51]4)=[CH:46][CH:45]=3)=[O:42])=[CH:39][CH:38]=2)=[O:36])[CH2:17]1)=[O:15])=[O:11])=O)(C)(C)C.C(O)(C(F)(F)F)=O. Given the product [CH3:93][C:90]([CH3:91])([CH3:92])[C@H:13]([NH:12][C:10](=[O:11])[C@@H:9]([NH:8][CH3:6])[CH3:94])[C:14]([N:16]1[C@H:20]([C:21](=[O:33])[NH:22][C@H:23]2[C:32]3[C:27](=[CH:28][CH:29]=[CH:30][CH:31]=3)[CH2:26][CH2:25][CH2:24]2)[CH2:19][C@H:18]([NH:34][C:35]([C:37]2[CH:89]=[CH:88][C:40]([C:41]([O:43][C:44]3[CH:53]=[C:52]4[C:47]([CH2:48][C@@H:49]([C:75](=[O:87])[NH:76][C@H:77]5[C:86]6[C:81](=[CH:82][CH:83]=[CH:84][CH:85]=6)[CH2:80][CH2:79][CH2:78]5)[N:50]([C:54](=[O:74])[C@@H:55]([NH:60][C:61](=[O:73])[C@@H:62]([NH:64][CH3:65])[CH3:63])[C:56]([CH3:57])([CH3:58])[CH3:59])[CH2:51]4)=[CH:46][CH:45]=3)=[O:42])=[CH:39][CH:38]=2)=[O:36])[CH2:17]1)=[O:15], predict the reactants needed to synthesize it. (7) Given the product [Br:1][C:2]1[CH:3]=[C:4]2[C:9](=[C:10]3[CH:15]=[CH:14][CH:13]=[CH:12][C:11]=13)[NH:8][CH2:7][N:6]([C@H:16]1[CH2:21][CH2:20][O:19][CH2:18][C@@H:17]1[O:22][Si:23]([C:26]([CH3:28])([CH3:27])[CH3:29])([CH3:24])[CH3:25])[C:5]2=[O:30], predict the reactants needed to synthesize it. The reactants are: [Br:1][C:2]1[CH:3]=[C:4]2[C:9](=[C:10]3[CH:15]=[CH:14][CH:13]=[CH:12][C:11]=13)[N:8]=[CH:7][N:6]([C@H:16]1[CH2:21][CH2:20][O:19][CH2:18][C@@H:17]1[O:22][Si:23]([C:26]([CH3:29])([CH3:28])[CH3:27])([CH3:25])[CH3:24])[C:5]2=[O:30].[H-].[Na+].IC. (8) Given the product [C:12]1([NH:11][C:9]([CH2:8][N:20]2[C:21](=[O:23])[CH2:22][S:18][C:19]2=[O:24])=[O:10])[CH:17]=[CH:16][CH:15]=[CH:14][CH:13]=1, predict the reactants needed to synthesize it. The reactants are: C(=O)([O-])[O-].[K+].[K+].Br[CH2:8][C:9]([NH:11][C:12]1[CH:17]=[CH:16][CH:15]=[CH:14][CH:13]=1)=[O:10].[S:18]1[CH2:22][C:21](=[O:23])[NH:20][C:19]1=[O:24].O. (9) The reactants are: [OH-].[Li+].CO.O.[F:6][C:7]1[CH:12]=[CH:11][C:10]([CH2:13][O:14][C:15]2[CH:31]=[CH:30][C:29]([CH:32]=[O:33])=[CH:28][C:16]=2[C:17]([O:19]CC2C=CC(F)=CC=2)=[O:18])=[CH:9][CH:8]=1. Given the product [F:6][C:7]1[CH:8]=[CH:9][C:10]([CH2:13][O:14][C:15]2[CH:31]=[CH:30][C:29]([CH:32]=[O:33])=[CH:28][C:16]=2[C:17]([OH:19])=[O:18])=[CH:11][CH:12]=1, predict the reactants needed to synthesize it. (10) Given the product [C:1]([O:5][C:6]([N:8]1[CH2:13][CH2:12][CH:11]([CH2:14][N:15]2[CH2:20][CH2:19][N:18]([S:31]([CH2:30][Cl:29])(=[O:33])=[O:32])[CH2:17][C:16]2=[O:21])[CH2:10][CH2:9]1)=[O:7])([CH3:4])([CH3:2])[CH3:3], predict the reactants needed to synthesize it. The reactants are: [C:1]([O:5][C:6]([N:8]1[CH2:13][CH2:12][CH:11]([CH2:14][N:15]2[CH2:20][CH2:19][NH:18][CH2:17][C:16]2=[O:21])[CH2:10][CH2:9]1)=[O:7])([CH3:4])([CH3:3])[CH3:2].C(N(CC)CC)C.[Cl:29][CH2:30][S:31](Cl)(=[O:33])=[O:32].